Dataset: Full USPTO retrosynthesis dataset with 1.9M reactions from patents (1976-2016). Task: Predict the reactants needed to synthesize the given product. Given the product [N+:16]([C:12]1[CH:11]=[C:10](/[CH:2]=[CH:1]/[C:3]2[CH:8]=[CH:7][N:6]=[CH:5][CH:4]=2)[CH:15]=[CH:14][CH:13]=1)([O-:18])=[O:17], predict the reactants needed to synthesize it. The reactants are: [CH:1]([C:3]1[CH:8]=[CH:7][N:6]=[CH:5][CH:4]=1)=[CH2:2].Br[C:10]1[CH:15]=[CH:14][CH:13]=[C:12]([N+:16]([O-:18])=[O:17])[CH:11]=1.CC([O-])=O.[Na+].C1C=CC(P(C2C=CC=CC=2)C2C=CC=CC=2)=CC=1.